Dataset: Catalyst prediction with 721,799 reactions and 888 catalyst types from USPTO. Task: Predict which catalyst facilitates the given reaction. (1) Reactant: C(=O)([O-])[O-].[K+].[K+].[CH2:7](I)[CH3:8].[NH2:10][C:11]1[CH:19]=[C:18]([Cl:20])[C:17]([C:21]([F:24])([F:23])[F:22])=[CH:16][C:12]=1[C:13]([OH:15])=[O:14].O. Product: [CH2:7]([O:14][C:13](=[O:15])[C:12]1[CH:16]=[C:17]([C:21]([F:24])([F:22])[F:23])[C:18]([Cl:20])=[CH:19][C:11]=1[NH2:10])[CH3:8]. The catalyst class is: 3. (2) Reactant: [ClH:1].O1CCOCC1.[F:8][C:9]1[CH:10]=[CH:11][C:12]2[CH2:18][O:17][C:16]3[CH:19]=[CH:20][CH:21]=[CH:22][C:15]=3[N:14]([CH2:23][C@H:24]3[CH2:29][CH2:28][CH2:27][CH2:26][N:25]3[CH2:30][CH2:31][C:32]3[CH:37]=[CH:36][C:35]([O:38][CH3:39])=[CH:34][CH:33]=3)[C:13]=2[CH:40]=1. Product: [ClH:1].[F:8][C:9]1[CH:10]=[CH:11][C:12]2[CH2:18][O:17][C:16]3[CH:19]=[CH:20][CH:21]=[CH:22][C:15]=3[N:14]([CH2:23][C@H:24]3[CH2:29][CH2:28][CH2:27][CH2:26][N:25]3[CH2:30][CH2:31][C:32]3[CH:37]=[CH:36][C:35]([O:38][CH3:39])=[CH:34][CH:33]=3)[C:13]=2[CH:40]=1. The catalyst class is: 4. (3) Reactant: Cl[CH2:2][CH2:3][CH2:4][N:5]1[C:14]2[C:9](=[CH:10][CH:11]=[CH:12][CH:13]=2)[CH2:8][CH2:7][C:6]1=[O:15].[CH2:16]([O:19][CH:20]1[CH2:25][CH2:24][NH:23][CH2:22][CH2:21]1)[CH2:17][CH3:18].C(=O)([O-])[O-].[K+].[K+].[I-].[Na+]. Product: [CH2:16]([O:19][CH:20]1[CH2:25][CH2:24][N:23]([CH2:2][CH2:3][CH2:4][N:5]2[C:14]3[C:9](=[CH:10][CH:11]=[CH:12][CH:13]=3)[CH2:8][CH2:7][C:6]2=[O:15])[CH2:22][CH2:21]1)[CH2:17][CH3:18]. The catalyst class is: 23. (4) Reactant: [F:1][C:2]([F:9])([F:8])[C:3](OCC)=O.O.[NH2:11]N.C(O)(=O)C.C(O)(=O)C.[NH2:21][C:22](=[NH:53])[C:23]1[CH:24]=[C:25]2[C:30](=[CH:31][CH:32]=1)[C:29](=[O:33])[N:28]([CH2:34][CH:35]([CH3:37])[CH3:36])[C:27]([CH2:38][NH:39][C:40](=[O:46])[O:41][C:42]([CH3:45])([CH3:44])[CH3:43])=[C:26]2[C:47]1[CH:52]=[CH:51][CH:50]=[CH:49][CH:48]=1.[OH-].[Na+]. Product: [CH2:34]([N:28]1[C:27]([CH2:38][NH:39][C:40](=[O:46])[O:41][C:42]([CH3:45])([CH3:44])[CH3:43])=[C:26]([C:47]2[CH:48]=[CH:49][CH:50]=[CH:51][CH:52]=2)[C:25]2[C:30](=[CH:31][CH:32]=[C:23]([C:22]3[N:21]=[C:3]([C:2]([F:9])([F:8])[F:1])[NH:11][N:53]=3)[CH:24]=2)[C:29]1=[O:33])[CH:35]([CH3:36])[CH3:37]. The catalyst class is: 7.